This data is from Catalyst prediction with 721,799 reactions and 888 catalyst types from USPTO. The task is: Predict which catalyst facilitates the given reaction. Reactant: [P:1]([O:13][CH2:14][C:15]([CH3:20])([CH3:19])[CH2:16][CH2:17][OH:18])([O:8][C:9]([CH3:12])([CH3:11])[CH3:10])([O:3][C:4]([CH3:7])([CH3:6])[CH3:5])=[O:2].[Cr](O[Cr]([O-])(=O)=O)([O-])(=O)=[O:22].[NH+]1C=CC=CC=1.[NH+]1C=CC=CC=1.C(O)(=O)CC(CC(O)=O)(C(O)=O)O. Product: [C:9]([O:8][P:1]([O:13][CH2:14][C:15]([CH3:20])([CH3:19])[CH2:16][C:17]([OH:22])=[O:18])([O:3][C:4]([CH3:5])([CH3:6])[CH3:7])=[O:2])([CH3:10])([CH3:11])[CH3:12]. The catalyst class is: 3.